Dataset: Forward reaction prediction with 1.9M reactions from USPTO patents (1976-2016). Task: Predict the product of the given reaction. Given the reactants [CH2:1]([O:3][C:4]1[C:5]([F:14])=[C:6](B(O)O)[C:7]([F:10])=[CH:8][CH:9]=1)[CH3:2].C(O)(=[O:17])C.OO, predict the reaction product. The product is: [CH2:1]([O:3][C:4]1[C:5]([F:14])=[C:6]([OH:17])[C:7]([F:10])=[CH:8][CH:9]=1)[CH3:2].